From a dataset of Peptide-MHC class II binding affinity with 134,281 pairs from IEDB. Regression. Given a peptide amino acid sequence and an MHC pseudo amino acid sequence, predict their binding affinity value. This is MHC class II binding data. (1) The peptide sequence is ASPLTGIADASQSSM. The MHC is DRB4_0101 with pseudo-sequence DRB4_0103. The binding affinity (normalized) is 0.110. (2) The MHC is DRB3_0202 with pseudo-sequence DRB3_0202. The binding affinity (normalized) is 0.983. The peptide sequence is YDKFLSNVSTVLTGK.